From a dataset of Full USPTO retrosynthesis dataset with 1.9M reactions from patents (1976-2016). Predict the reactants needed to synthesize the given product. Given the product [CH3:1][O:2][C:3]1[CH:4]=[C:5]2[C:10](=[CH:11][C:12]=1[O:13][CH3:14])[N:9]=[CH:8][CH:7]=[C:6]2[O:15][C:16]1[CH:22]=[CH:21][C:19]([NH:20][C:24](=[O:26])[O:35][CH:36]([C:37]#[N:38])[C:39]2[CH:44]=[CH:43][CH:42]=[CH:41][CH:40]=2)=[CH:18][CH:17]=1, predict the reactants needed to synthesize it. The reactants are: [CH3:1][O:2][C:3]1[CH:4]=[C:5]2[C:10](=[CH:11][C:12]=1[O:13][CH3:14])[N:9]=[CH:8][CH:7]=[C:6]2[O:15][C:16]1[CH:22]=[CH:21][C:19]([NH2:20])=[CH:18][CH:17]=1.Cl[C:24](Cl)([O:26]C(=O)OC(Cl)(Cl)Cl)Cl.[OH:35][CH:36]([C:39]1[CH:44]=[CH:43][CH:42]=[CH:41][CH:40]=1)[C:37]#[N:38].C(=O)(O)[O-].[Na+].